Task: Predict the reactants needed to synthesize the given product.. Dataset: Full USPTO retrosynthesis dataset with 1.9M reactions from patents (1976-2016) (1) Given the product [F:19][C:20]1[CH:26]=[CH:25][C:23]([NH:24][C:15](=[O:17])[CH2:14][C:9]2[NH:10][C:11](=[O:13])[CH:12]=[C:7]([N:1]3[CH2:2][CH2:3][O:4][CH2:5][CH2:6]3)[N:8]=2)=[CH:22][C:21]=1[CH2:27][O:28][CH3:29], predict the reactants needed to synthesize it. The reactants are: [N:1]1([C:7]2[N:8]=[C:9]([CH2:14][C:15]([O-:17])=O)[NH:10][C:11](=[O:13])[CH:12]=2)[CH2:6][CH2:5][O:4][CH2:3][CH2:2]1.[Na+].[F:19][C:20]1[CH:26]=[CH:25][C:23]([NH2:24])=[CH:22][C:21]=1[CH2:27][O:28][CH3:29].FC1C=C(F)C=CC=1N. (2) Given the product [C:1]([N:5]1[CH2:10][CH2:9][CH:8]([O:11][C:12]2[CH:17]=[CH:16][C:15]([N:18]3[CH:22]=[C:21]([C:23]([NH2:31])=[O:25])[N:20]=[N:19]3)=[CH:14][CH:13]=2)[CH2:7][CH2:6]1)([CH3:4])([CH3:3])[CH3:2], predict the reactants needed to synthesize it. The reactants are: [C:1]([N:5]1[CH2:10][CH2:9][CH:8]([O:11][C:12]2[CH:17]=[CH:16][C:15]([N:18]3[CH:22]=[C:21]([C:23]([O:25]CC)=O)[N:20]=[N:19]3)=[CH:14][CH:13]=2)[CH2:7][CH2:6]1)([CH3:4])([CH3:3])[CH3:2].[OH-].[Na+].[Cl-].[NH4+:31].N. (3) Given the product [C:52]([O:51][C:49](=[O:50])[CH2:48][O:28][C:5]1[CH:4]=[CH:3][C:2]([Cl:1])=[CH:27][C:6]=1/[CH:7]=[C:8]1\[CH2:14][NH:13][C:12](=[O:15])[CH2:11][N:10]([S:16]([C:19]2[CH:24]=[CH:23][C:22]([Cl:25])=[CH:21][CH:20]=2)(=[O:18])=[O:17])[C:9]\1=[O:26])([CH3:55])([CH3:54])[CH3:53], predict the reactants needed to synthesize it. The reactants are: [Cl:1][C:2]1[CH:3]=[CH:4][C:5]([OH:28])=[C:6]([CH:27]=1)/[CH:7]=[C:8]1/[C:9](=[O:26])[N:10]([S:16]([C:19]2[CH:24]=[CH:23][C:22]([Cl:25])=[CH:21][CH:20]=2)(=[O:18])=[O:17])[CH2:11][C:12](=[O:15])[NH:13][CH2:14]/1.ClC1C=CC(S(N)(=O)=O)=CC=1.C(=O)([O-])O.[Na+].[I-].[Na+].Br[CH2:48][C:49]([O:51][C:52]([CH3:55])([CH3:54])[CH3:53])=[O:50].